This data is from Merck oncology drug combination screen with 23,052 pairs across 39 cell lines. The task is: Regression. Given two drug SMILES strings and cell line genomic features, predict the synergy score measuring deviation from expected non-interaction effect. (1) Drug 1: CCN(CC)CCNC(=O)c1c(C)[nH]c(C=C2C(=O)Nc3ccc(F)cc32)c1C. Drug 2: Cn1cc(-c2cnn3c(N)c(Br)c(C4CCCNC4)nc23)cn1. Cell line: SKOV3. Synergy scores: synergy=-7.40. (2) Drug 1: CC(C)CC(NC(=O)C(Cc1ccccc1)NC(=O)c1cnccn1)B(O)O. Drug 2: Cn1cc(-c2cnn3c(N)c(Br)c(C4CCCNC4)nc23)cn1. Cell line: SKOV3. Synergy scores: synergy=-16.2. (3) Drug 1: O=S1(=O)NC2(CN1CC(F)(F)F)C1CCC2Cc2cc(C=CCN3CCC(C(F)(F)F)CC3)ccc2C1. Drug 2: CC(C)CC(NC(=O)C(Cc1ccccc1)NC(=O)c1cnccn1)B(O)O. Cell line: NCIH520. Synergy scores: synergy=-20.5. (4) Drug 1: O=S1(=O)NC2(CN1CC(F)(F)F)C1CCC2Cc2cc(C=CCN3CCC(C(F)(F)F)CC3)ccc2C1. Drug 2: O=C(O)C1(Cc2cccc(Nc3nccs3)n2)CCC(Oc2cccc(Cl)c2F)CC1. Cell line: COLO320DM. Synergy scores: synergy=9.95. (5) Drug 1: CCC1(O)CC2CN(CCc3c([nH]c4ccccc34)C(C(=O)OC)(c3cc4c(cc3OC)N(C)C3C(O)(C(=O)OC)C(OC(C)=O)C5(CC)C=CCN6CCC43C65)C2)C1. Drug 2: Cn1c(=O)n(-c2ccc(C(C)(C)C#N)cc2)c2c3cc(-c4cnc5ccccc5c4)ccc3ncc21. Cell line: RKO. Synergy scores: synergy=25.7. (6) Drug 1: CCC1=CC2CN(C1)Cc1c([nH]c3ccccc13)C(C(=O)OC)(c1cc3c(cc1OC)N(C)C1C(O)(C(=O)OC)C(OC(C)=O)C4(CC)C=CCN5CCC31C54)C2. Drug 2: Cn1c(=O)n(-c2ccc(C(C)(C)C#N)cc2)c2c3cc(-c4cnc5ccccc5c4)ccc3ncc21. Cell line: RKO. Synergy scores: synergy=14.9. (7) Drug 1: CCC1(O)CC2CN(CCc3c([nH]c4ccccc34)C(C(=O)OC)(c3cc4c(cc3OC)N(C)C3C(O)(C(=O)OC)C(OC(C)=O)C5(CC)C=CCN6CCC43C65)C2)C1. Drug 2: COC1=C2CC(C)CC(OC)C(O)C(C)C=C(C)C(OC(N)=O)C(OC)C=CC=C(C)C(=O)NC(=CC1=O)C2=O. Cell line: VCAP. Synergy scores: synergy=-5.98. (8) Drug 1: O=S1(=O)NC2(CN1CC(F)(F)F)C1CCC2Cc2cc(C=CCN3CCC(C(F)(F)F)CC3)ccc2C1. Drug 2: Nc1ccn(C2OC(CO)C(O)C2(F)F)c(=O)n1. Cell line: HCT116. Synergy scores: synergy=-9.53. (9) Drug 1: O=C(CCCCCCC(=O)Nc1ccccc1)NO. Drug 2: CC(C)CC(NC(=O)C(Cc1ccccc1)NC(=O)c1cnccn1)B(O)O. Cell line: MDAMB436. Synergy scores: synergy=1.30. (10) Drug 2: Cn1nnc2c(C(N)=O)ncn2c1=O. Drug 1: CCN(CC)CCNC(=O)c1c(C)[nH]c(C=C2C(=O)Nc3ccc(F)cc32)c1C. Cell line: OV90. Synergy scores: synergy=0.0243.